From a dataset of Forward reaction prediction with 1.9M reactions from USPTO patents (1976-2016). Predict the product of the given reaction. (1) Given the reactants [BH3-]C#N.[Na+].[NH2:5][C:6]1[CH:18]=[CH:17][C:9]([C:10]([N:12]([CH2:15][CH3:16])[CH2:13][CH3:14])=[O:11])=[CH:8][C:7]=1[O:19][C:20]1[CH:25]=[CH:24][CH:23]=[CH:22][CH:21]=1.[C:26]([N:33]1[CH2:39][CH2:38][CH2:37][C@H:34]1[CH:35]=O)([O:28][C:29]([CH3:32])([CH3:31])[CH3:30])=[O:27], predict the reaction product. The product is: [C:29]([O:28][C:26]([N:33]1[CH2:39][CH2:38][CH2:37][CH:34]1[CH2:35][NH:5][C:6]1[CH:18]=[CH:17][C:9]([C:10](=[O:11])[N:12]([CH2:15][CH3:16])[CH2:13][CH3:14])=[CH:8][C:7]=1[O:19][C:20]1[CH:25]=[CH:24][CH:23]=[CH:22][CH:21]=1)=[O:27])([CH3:32])([CH3:30])[CH3:31]. (2) Given the reactants [ClH:1].C(OC([N:9]1[CH2:14][CH2:13][C@H:12]([NH:15][C:16]2[CH:21]=[CH:20][C:19]([Br:22])=[CH:18][C:17]=2[N+:23]([O-:25])=[O:24])[C@@H:11]([OH:26])[CH2:10]1)=O)(C)(C)C, predict the reaction product. The product is: [ClH:1].[Br:22][C:19]1[CH:20]=[CH:21][C:16]([NH:15][C@H:12]2[CH2:13][CH2:14][NH:9][CH2:10][C@@H:11]2[OH:26])=[C:17]([N+:23]([O-:25])=[O:24])[CH:18]=1.